From a dataset of Forward reaction prediction with 1.9M reactions from USPTO patents (1976-2016). Predict the product of the given reaction. (1) Given the reactants [NH2:1][C:2]1[N:7]=[CH:6][N:5]=[C:4]2[N:8]([CH2:25][C@H:26]3[CH2:30][CH2:29][CH2:28][N:27]3[C:31](=[O:47])/[C:32](/[C:45]#[N:46])=[CH:33]/[C:34]([NH:37]C(=O)OC(C)(C)C)([CH3:36])[CH3:35])[N:9]=[C:10]([C:11]3[CH:16]=[CH:15][C:14]([O:17][C:18]4[CH:23]=[CH:22][CH:21]=[CH:20][CH:19]=4)=[CH:13][C:12]=3[F:24])[C:3]=12.[F:48][C:49]([F:54])([F:53])[C:50]([OH:52])=[O:51], predict the reaction product. The product is: [F:48][C:49]([F:54])([F:53])[C:50]([OH:52])=[O:51].[F:48][C:49]([F:54])([F:53])[C:50]([OH:52])=[O:51].[F:48][C:49]([F:54])([F:53])[C:50]([OH:52])=[O:51].[NH2:37][C:34]([CH3:36])([CH3:35])[CH:33]=[C:32]([C:31]([N:27]1[CH2:28][CH2:29][CH2:30][C@@H:26]1[CH2:25][N:8]1[C:4]2=[N:5][CH:6]=[N:7][C:2]([NH2:1])=[C:3]2[C:10]([C:11]2[CH:16]=[CH:15][C:14]([O:17][C:18]3[CH:23]=[CH:22][CH:21]=[CH:20][CH:19]=3)=[CH:13][C:12]=2[F:24])=[N:9]1)=[O:47])[C:45]#[N:46]. (2) Given the reactants [N:1]1[CH:6]=[CH:5][CH:4]=[CH:3][C:2]=1[CH2:7][C:8]12[C:16](=[O:17])[N:15]([CH2:18][C:19]([F:22])([F:21])[F:20])[C:14](=[O:23])[N:9]1[CH2:10][CH2:11][NH:12][CH2:13]2.O.[C:25]([OH:34])(=[O:33])[C@H:26]([C@@H:28]([C:30]([OH:32])=[O:31])[OH:29])[OH:27], predict the reaction product. The product is: [N:1]1[CH:6]=[CH:5][CH:4]=[CH:3][C:2]=1[CH2:7][C@:8]12[C:16](=[O:17])[N:15]([CH2:18][C:19]([F:21])([F:22])[F:20])[C:14](=[O:23])[N:9]1[CH2:10][CH2:11][NH:12][CH2:13]2.[C:30]([C@H:28]([C@@H:26]([C:25]([O-:34])=[O:33])[OH:27])[OH:29])([O-:32])=[O:31]. (3) The product is: [CH3:24][O:25][C:26]1[CH:34]=[CH:33][C:29]([C:30]([NH:23][C:16]2[C:17]3[C:22](=[CH:21][CH:20]=[CH:19][CH:18]=3)[C:13]([S:10](=[O:12])(=[O:11])[NH:9][C:6]3[CH:5]=[CH:4][C:3]([O:2][CH3:1])=[CH:8][CH:7]=3)=[CH:14][CH:15]=2)=[O:31])=[CH:28][CH:27]=1. Given the reactants [CH3:1][O:2][C:3]1[CH:8]=[CH:7][C:6]([NH:9][S:10]([C:13]2[C:22]3[C:17](=[CH:18][CH:19]=[CH:20][CH:21]=3)[C:16]([NH2:23])=[CH:15][CH:14]=2)(=[O:12])=[O:11])=[CH:5][CH:4]=1.[CH3:24][O:25][C:26]1[CH:34]=[CH:33][C:29]([C:30](Cl)=[O:31])=[CH:28][CH:27]=1.CCN(CC)CC, predict the reaction product. (4) Given the reactants [C:1]([C:3]1[C:11]2[C:6](=[N:7][CH:8]=[C:9]([F:21])[C:10]=2[C:12]2[CH:17]=[C:16]([F:18])[CH:15]=[CH:14][C:13]=2[O:19][CH3:20])[N:5](COCC[Si](C)(C)C)[C:4]=1[C:30]1[CH2:35][CH2:34][N:33](C(OC(C)(C)C)=O)[CH2:32][CH:31]=1)#[N:2].Cl, predict the reaction product. The product is: [F:21][C:9]1[C:10]([C:12]2[CH:17]=[C:16]([F:18])[CH:15]=[CH:14][C:13]=2[O:19][CH3:20])=[C:11]2[C:3]([C:1]#[N:2])=[C:4]([C:30]3[CH2:35][CH2:34][NH:33][CH2:32][CH:31]=3)[NH:5][C:6]2=[N:7][CH:8]=1. (5) Given the reactants C([NH:8][C:9]1[CH:25]=[CH:24][C:12]2[N:13]=[C:14]([C:16]3[CH:21]=[CH:20][C:19]([O:22]C)=[CH:18][CH:17]=3)[S:15][C:11]=2[CH:10]=1)C1C=CC=CC=1.Cl.N1C=CC=CC=1.C([O-])(O)=O.[Na+], predict the reaction product. The product is: [NH2:8][C:9]1[CH:25]=[CH:24][C:12]2[N:13]=[C:14]([C:16]3[CH:17]=[CH:18][C:19]([OH:22])=[CH:20][CH:21]=3)[S:15][C:11]=2[CH:10]=1. (6) Given the reactants [CH2:1]([N:3]1[C:12]2[C:7](=[CH:8][CH:9]=[C:10]([F:15])[C:11]=2[O:13][CH3:14])[C:6](=[O:16])[C:5]([C:17]([O:19]CC)=[O:18])=[CH:4]1)[CH3:2], predict the reaction product. The product is: [CH2:1]([N:3]1[C:12]2[C:7](=[CH:8][CH:9]=[C:10]([F:15])[C:11]=2[O:13][CH3:14])[C:6](=[O:16])[C:5]([C:17]([OH:19])=[O:18])=[CH:4]1)[CH3:2]. (7) Given the reactants Cl[C:2]1[C:11]2[C:6](=[CH:7][C:8]([O:14][CH3:15])=[C:9]([O:12][CH3:13])[CH:10]=2)[N:5]=[CH:4][CH:3]=1.[OH:16][C:17]1[C:26]([OH:27])=[CH:25][C:24]2[C:19](=[CH:20][CH:21]=[CH:22][CH:23]=2)[N:18]=1.O, predict the reaction product. The product is: [CH3:13][O:12][C:9]1[CH:10]=[C:11]2[C:6](=[CH:7][C:8]=1[O:14][CH3:15])[N:5]=[CH:4][CH:3]=[C:2]2[O:27][C:26]1[C:17]([OH:16])=[N:18][C:19]2[C:24]([CH:25]=1)=[CH:23][CH:22]=[CH:21][CH:20]=2. (8) The product is: [NH:8]1[CH2:13][CH2:12][C:11](=[CH:14][C:15]2[CH:16]=[C:17]3[C:18]([CH2:21][C:22](=[O:23])[NH:30]3)=[CH:19][CH:20]=2)[CH2:10][CH2:9]1. Given the reactants C(OC([N:8]1[CH2:13][CH2:12][C:11](=[CH:14][C:15]2[CH:20]=[CH:19][C:18]([CH:21](C(OC)=O)[C:22](OC)=[O:23])=[C:17]([N+:30]([O-])=O)[CH:16]=2)[CH2:10][CH2:9]1)=O)(C)(C)C.[Sn].Cl, predict the reaction product. (9) Given the reactants C1COCC1.[C:6]([O:10][C:11]([N:13]1[C@H:17]([CH2:18][F:19])[C@@H:16]([C:20]2[CH:25]=[CH:24][C:23]([C:26]3[O:30][N:29]=[C:28]([C:31](OCC)=[O:32])[CH:27]=3)=[CH:22][CH:21]=2)[O:15][C:14]1([CH3:37])[CH3:36])=[O:12])([CH3:9])([CH3:8])[CH3:7].[BH4-].[Na+], predict the reaction product. The product is: [F:19][CH2:18][C@@H:17]1[C@@H:16]([C:20]2[CH:25]=[CH:24][C:23]([C:26]3[O:30][N:29]=[C:28]([CH2:31][OH:32])[CH:27]=3)=[CH:22][CH:21]=2)[O:15][C:14]([CH3:37])([CH3:36])[N:13]1[C:11]([O:10][C:6]([CH3:9])([CH3:8])[CH3:7])=[O:12]. (10) Given the reactants Cl.Br[C:3]1[CH:8]=[CH:7][N:6]=[CH:5][CH:4]=1.[OH-].[Na+].[F:11][C:12]1[CH:17]=[CH:16][CH:15]=[C:14]([F:18])[C:13]=1B(O)O.[F-].[K+].C(P(C(C)(C)C)C(C)(C)C)(C)(C)C, predict the reaction product. The product is: [F:11][C:12]1[CH:17]=[CH:16][CH:15]=[C:14]([F:18])[C:13]=1[C:3]1[CH:8]=[CH:7][N:6]=[CH:5][CH:4]=1.